From a dataset of Full USPTO retrosynthesis dataset with 1.9M reactions from patents (1976-2016). Predict the reactants needed to synthesize the given product. (1) Given the product [Cl:1][C:2]1[CH:3]=[CH:4][C:5]([CH:8]2[CH2:12][N:11]([C:41]([CH:38]3[CH2:37][CH2:36][N:35]([C:33]([C:30]4([CH3:29])[CH2:32][CH2:31]4)=[O:34])[CH2:40][CH2:39]3)=[O:42])[CH2:10][CH:9]2[N:13]([CH3:28])[C:14](=[O:27])[C:15]2[CH:20]=[CH:19][C:18]([O:21][CH3:22])=[C:17]([C:23]([F:24])([F:25])[F:26])[CH:16]=2)=[CH:6][CH:7]=1, predict the reactants needed to synthesize it. The reactants are: [Cl:1][C:2]1[CH:7]=[CH:6][C:5]([CH:8]2[CH2:12][NH:11][CH2:10][CH:9]2[N:13]([CH3:28])[C:14](=[O:27])[C:15]2[CH:20]=[CH:19][C:18]([O:21][CH3:22])=[C:17]([C:23]([F:26])([F:25])[F:24])[CH:16]=2)=[CH:4][CH:3]=1.[CH3:29][C:30]1([C:33]([N:35]2[CH2:40][CH2:39][CH:38]([C:41](O)=[O:42])[CH2:37][CH2:36]2)=[O:34])[CH2:32][CH2:31]1.F[P-](F)(F)(F)(F)F.N1(OC(N(C)C)=[N+](C)C)C2N=CC=CC=2N=N1.C(N(CC)C(C)C)(C)C. (2) Given the product [OH:1][CH2:2][C:3]1[N:11]([CH2:22][C:23]2[CH:24]=[CH:25][C:26]([C:29]([F:30])([F:31])[F:32])=[CH:27][CH:28]=2)[C:10]2[C:9](=[O:12])[NH:8][C:7](=[O:13])[N:6]([CH3:14])[C:5]=2[N:4]=1, predict the reactants needed to synthesize it. The reactants are: [OH:1][CH2:2][C:3]1[NH:11][C:10]2[C:9](=[O:12])[NH:8][C:7](=[O:13])[N:6]([CH3:14])[C:5]=2[N:4]=1.C([O-])([O-])=O.[Na+].[Na+].Br[CH2:22][C:23]1[CH:28]=[CH:27][C:26]([C:29]([F:32])([F:31])[F:30])=[CH:25][CH:24]=1. (3) Given the product [OH:2][CH2:3][CH:4]([C:17]1[S:21][C:20]([NH:22][C:23]([NH:25][C:26]2[CH:31]=[CH:30][CH:29]=[C:28]([C:32]([F:33])([F:34])[F:35])[CH:27]=2)=[O:24])=[N:19][CH:18]=1)[CH2:5][O:6][Si:7]([CH:14]([CH3:15])[CH3:16])([CH:11]([CH3:12])[CH3:13])[CH:8]([CH3:10])[CH3:9], predict the reactants needed to synthesize it. The reactants are: C[O:2][C:3](=O)[CH:4]([C:17]1[S:21][C:20]([NH:22][C:23]([NH:25][C:26]2[CH:31]=[CH:30][CH:29]=[C:28]([C:32]([F:35])([F:34])[F:33])[CH:27]=2)=[O:24])=[N:19][CH:18]=1)[CH2:5][O:6][Si:7]([CH:14]([CH3:16])[CH3:15])([CH:11]([CH3:13])[CH3:12])[CH:8]([CH3:10])[CH3:9].[H-].[H-].[H-].[H-].[Li+].[Al+3]. (4) Given the product [CH3:23][O:22][C:19]1[CH:20]=[CH:21][C:2]2[CH:10]3[CH:6]([N:7]([C:11]([O:13][C:14]([CH3:17])([CH3:16])[CH3:15])=[O:12])[CH2:8][CH2:9]3)[CH2:5][O:4][C:3]=2[CH:18]=1, predict the reactants needed to synthesize it. The reactants are: Br[C:2]1[CH:21]=[CH:20][C:19]([O:22][CH3:23])=[CH:18][C:3]=1[O:4][CH2:5][CH:6]1[CH:10]=[CH:9][CH2:8][N:7]1[C:11]([O:13][C:14]([CH3:17])([CH3:16])[CH3:15])=[O:12].C([SnH](CCCC)CCCC)CCC.C1CCN2C(=NCCC2)CC1. (5) Given the product [ClH:39].[CH3:37][O:36][C:34](=[O:35])[C@@H:33]([NH:38][C:20]([C:16]1[C:15]([CH3:23])=[N:14][C:13]([NH:12][CH:7]2[CH2:6][CH2:5][C:4]3[C:9](=[CH:10][CH:11]=[C:2]([OH:1])[CH:3]=3)[CH2:8]2)=[N:18][C:17]=1[CH3:19])=[O:21])[CH2:32][NH2:31], predict the reactants needed to synthesize it. The reactants are: [OH:1][C:2]1[CH:3]=[C:4]2[C:9](=[CH:10][CH:11]=1)[CH2:8][CH:7]([NH:12][C:13]1[N:18]=[C:17]([CH3:19])[C:16]([C:20](O)=[O:21])=[C:15]([CH3:23])[N:14]=1)[CH2:6][CH2:5]2.CC(OC([NH:31][CH2:32][C@H:33]([NH2:38])[C:34]([O:36][CH3:37])=[O:35])=O)(C)C.[ClH:39].C(N(CC)CC)C.C1C=CC2N(O)N=NC=2C=1.CN(C(ON1N=NC2C=CC=CC1=2)=[N+](C)C)C.F[P-](F)(F)(F)(F)F. (6) Given the product [C:15]([O:14][C:12]([N:19]1[CH2:24][C@@H:23]([CH3:25])[N:22]([C:2]2[C:7]([CH3:8])=[CH:6][C:5]([N+:9]([O-:11])=[O:10])=[CH:4][N:3]=2)[CH2:21][C@@H:20]1[CH3:26])=[O:13])([CH3:18])([CH3:16])[CH3:17], predict the reactants needed to synthesize it. The reactants are: Cl[C:2]1[C:7]([CH3:8])=[CH:6][C:5]([N+:9]([O-:11])=[O:10])=[CH:4][N:3]=1.[C:12]([N:19]1[CH2:24][C@@H:23]([CH3:25])[NH:22][CH2:21][C@@H:20]1[CH3:26])([O:14][C:15]([CH3:18])([CH3:17])[CH3:16])=[O:13].C(=O)([O-])[O-].[K+].[K+].CCOC(C)=O. (7) Given the product [ClH:41].[N:1]1([CH2:7][CH2:8][O:9][C:10]2[CH:40]=[CH:39][C:13]([O:14][C:15]3[C:24]([C:25]4[CH:30]=[CH:29][C:28]([S:31]([C:34]([F:35])([F:36])[F:37])(=[O:32])=[O:33])=[CH:27][CH:26]=4)=[CH:23][CH:22]=[C:21]4[C:16]=3[CH:17]=[CH:18][C:19]([OH:38])=[CH:20]4)=[CH:12][CH:11]=2)[CH2:6][CH2:5][CH2:4][CH2:3][CH2:2]1, predict the reactants needed to synthesize it. The reactants are: [N:1]1([CH2:7][CH2:8][O:9][C:10]2[CH:40]=[CH:39][C:13]([O:14][C:15]3[C:24]([C:25]4[CH:30]=[CH:29][C:28]([S:31]([C:34]([F:37])([F:36])[F:35])(=[O:33])=[O:32])=[CH:27][CH:26]=4)=[CH:23][CH:22]=[C:21]4[C:16]=3[CH:17]=[CH:18][C:19]([OH:38])=[CH:20]4)=[CH:12][CH:11]=2)[CH2:6][CH2:5][CH2:4][CH2:3][CH2:2]1.[ClH:41]. (8) Given the product [NH2:31][CH:30]1[CH2:17][CH2:16][N:13]([CH2:12][C:9]2[CH:10]=[CH:11][N:7]3[C:8]=2[C:3]([NH:28][C@@H:26]([C:20]2[CH:25]=[CH:24][CH:23]=[CH:22][CH:21]=2)[CH3:27])=[N:4][CH:5]=[N:6]3)[CH2:18][CH2:19]1, predict the reactants needed to synthesize it. The reactants are: [Br-].Cl[C:3]1[C:8]2=[C:9]([CH2:12][N+:13]([CH2:18][CH3:19])([CH2:16][CH3:17])CC)[CH:10]=[CH:11][N:7]2[N:6]=[CH:5][N:4]=1.[C:20]1([C@H:26]([NH2:28])[CH3:27])[CH:25]=[CH:24][CH:23]=[CH:22][CH:21]=1.C[CH2:30][N:31](C(C)C)C(C)C.N1CCC(NC(=O)OC(C)(C)C)CC1.C(O)(C(F)(F)F)=O.